This data is from Reaction yield outcomes from USPTO patents with 853,638 reactions. The task is: Predict the reaction yield, written as a fraction of the theoretical maximum amount of product (1.0 means a 100% yield; for example, 0.34 means a 34% yield). (1) The reactants are [F:1][C:2]1[CH:7]=[C:6]([C:8]2[C:9]3[C:10]4[CH:24]=[CH:23][S:22][C:11]=4[C:12](=[O:21])[NH:13][C:14]=3[C:15]([CH3:20])=[CH:16][C:17]=2[O:18][CH3:19])[CH:5]=[CH:4][C:3]=1[CH:25]([CH3:35])[CH2:26][NH:27]C(=O)OC(C)(C)C.[ClH:36]. The catalyst is CCOCC. The product is [ClH:36].[NH2:27][CH2:26][CH:25]([C:3]1[CH:4]=[CH:5][C:6]([C:8]2[C:9]3[C:10]4[CH:24]=[CH:23][S:22][C:11]=4[C:12](=[O:21])[NH:13][C:14]=3[C:15]([CH3:20])=[CH:16][C:17]=2[O:18][CH3:19])=[CH:7][C:2]=1[F:1])[CH3:35]. The yield is 0.910. (2) The reactants are [C:1]([O:5][C:6](=[O:29])[C@@H:7]([CH:26]([CH3:28])[CH3:27])[NH:8][S:9]([C:12]1[CH:21]=[CH:20][C:19]2[C:14](=[CH:15][CH:16]=[C:17]([O:22][C:23](=[O:25])[CH3:24])[CH:18]=2)[CH:13]=1)(=[O:11])=[O:10])([CH3:4])([CH3:3])[CH3:2].C(=O)([O-])[O-].[K+].[K+].Br[CH2:37][CH2:38][CH:39]([CH3:41])[CH3:40].O. The catalyst is CN(C)C=O. The product is [C:1]([O:5][C:6](=[O:29])[C@@H:7]([CH:26]([CH3:27])[CH3:28])[N:8]([CH2:37][CH2:38][CH:39]([CH3:41])[CH3:40])[S:9]([C:12]1[CH:21]=[CH:20][C:19]2[C:14](=[CH:15][CH:16]=[C:17]([O:22][C:23](=[O:25])[CH3:24])[CH:18]=2)[CH:13]=1)(=[O:11])=[O:10])([CH3:4])([CH3:3])[CH3:2]. The yield is 0.680. (3) The reactants are [F:1][C:2]1[C:7]([CH:8]=[O:9])=[CH:6][CH:5]=[C:4]([NH:10][CH2:11][C:12]2[CH:17]=[CH:16][C:15]([O:18][CH3:19])=[CH:14][CH:13]=2)[N:3]=1.[C:20]([O:24][C:25](O[C:25]([O:24][C:20]([CH3:23])([CH3:22])[CH3:21])=[O:26])=[O:26])([CH3:23])([CH3:22])[CH3:21].CN(C1C=CC=CN=1)C. The catalyst is C(O)(C)(C)C. The product is [C:20]([O:24][C:25](=[O:26])[N:10]([C:4]1[CH:5]=[CH:6][C:7]([CH:8]=[O:9])=[C:2]([F:1])[N:3]=1)[CH2:11][C:12]1[CH:17]=[CH:16][C:15]([O:18][CH3:19])=[CH:14][CH:13]=1)([CH3:23])([CH3:22])[CH3:21]. The yield is 0.629. (4) The reactants are [CH3:1][O:2][C:3]1[C:11]2[O:10][C:9]([CH3:13])([CH3:12])[CH2:8][C:7]=2[C:6]([CH3:14])=[C:5]([N:15]2[CH2:20][CH2:19][NH:18][CH2:17][CH2:16]2)[C:4]=1[CH3:21].Br[C:23]1[CH:28]=[CH:27][C:26]([O:29][CH:30]([F:32])[F:31])=[CH:25][CH:24]=1. No catalyst specified. The product is [F:31][CH:30]([F:32])[O:29][C:26]1[CH:27]=[CH:28][C:23]([N:18]2[CH2:19][CH2:20][N:15]([C:5]3[C:4]([CH3:21])=[C:3]([O:2][CH3:1])[C:11]4[O:10][C:9]([CH3:13])([CH3:12])[CH2:8][C:7]=4[C:6]=3[CH3:14])[CH2:16][CH2:17]2)=[CH:24][CH:25]=1. The yield is 0.0100. (5) The reactants are [CH2:1]([N:3]1[C:12]2[C:7](=[CH:8][C:9]([O:23][CH2:24][C:25]3[CH:30]=[CH:29][C:28]([O:31][CH3:32])=[CH:27][CH:26]=3)=[C:10]([O:13][CH2:14][C:15]3[CH:20]=[CH:19][C:18]([O:21][CH3:22])=[CH:17][CH:16]=3)[CH:11]=2)[C:6](=[O:33])[C:5]([CH2:34]O)=[N:4]1)[CH3:2].CS(Cl)(=O)=O.[NH:41]1[CH2:46][CH2:45][CH2:44][CH2:43][CH2:42]1. The catalyst is ClCCl. The product is [CH2:1]([N:3]1[C:12]2[C:7](=[CH:8][C:9]([O:23][CH2:24][C:25]3[CH:26]=[CH:27][C:28]([O:31][CH3:32])=[CH:29][CH:30]=3)=[C:10]([O:13][CH2:14][C:15]3[CH:16]=[CH:17][C:18]([O:21][CH3:22])=[CH:19][CH:20]=3)[CH:11]=2)[C:6](=[O:33])[C:5]([CH2:34][N:41]2[CH2:46][CH2:45][CH2:44][CH2:43][CH2:42]2)=[N:4]1)[CH3:2]. The yield is 0.570. (6) The reactants are C(OC([N:8]1[CH2:13][CH2:12][CH2:11][C@H:10]([C:14]2[O:18][N:17]=[C:16]([C:19]3[NH:20][CH:21]=[C:22]([CH3:24])[CH:23]=3)[N:15]=2)[CH2:9]1)=O)(C)(C)C.[C:25]([OH:31])([C:27]([F:30])([F:29])[F:28])=[O:26]. The catalyst is ClCCl. The product is [F:28][C:27]([F:30])([F:29])[C:25]([OH:31])=[O:26].[CH3:24][C:22]1[CH:23]=[C:19]([C:16]2[N:15]=[C:14]([C@H:10]3[CH2:11][CH2:12][CH2:13][NH:8][CH2:9]3)[O:18][N:17]=2)[NH:20][CH:21]=1. The yield is 1.00. (7) The reactants are [CH:1]1([CH2:7][C@@H:8]([NH2:24])[CH2:9][N:10]2[CH2:15][CH:14]=[C:13]([C:16]3[CH:21]=[CH:20][CH:19]=[CH:18][C:17]=3[O:22][CH3:23])[CH2:12][CH2:11]2)[CH2:6][CH2:5][CH2:4][CH2:3][CH2:2]1.[CH3:25][C:26]1([C:32](Cl)=[O:33])[CH2:31][CH2:30][CH2:29][CH2:28][CH2:27]1. The catalyst is ClCCl.C(N(CC)CC)C. The product is [CH:1]1([CH2:7][C@@H:8]([NH:24][C:32]([C:26]2([CH3:25])[CH2:31][CH2:30][CH2:29][CH2:28][CH2:27]2)=[O:33])[CH2:9][N:10]2[CH2:11][CH:12]=[C:13]([C:16]3[CH:21]=[CH:20][CH:19]=[CH:18][C:17]=3[O:22][CH3:23])[CH2:14][CH2:15]2)[CH2:6][CH2:5][CH2:4][CH2:3][CH2:2]1. The yield is 0.410. (8) The reactants are C(O[C:6]([N:8]1[CH2:13][CH2:12][C:11]([CH2:15][NH2:16])([OH:14])[CH2:10][CH2:9]1)=O)(C)(C)C.[H-].[Al+3].[Li+].[H-].[H-].[H-].O.O.O.O.C(C(C(C([O-])=O)O)O)([O-])=O.[Na+].[K+]. The catalyst is O1CCCC1. The product is [NH2:16][CH2:15][C:11]1([OH:14])[CH2:12][CH2:13][N:8]([CH3:6])[CH2:9][CH2:10]1. The yield is 0.740. (9) The reactants are [C:1]([OH:8])(=[O:7])[CH2:2][CH2:3][C:4]([OH:6])=[O:5].[F:9][C:10]1[C:11]([CH2:32][NH:33][CH3:34])=[CH:12][N:13]([S:22]([C:25]2[CH:30]=[C:29]([CH3:31])[CH:28]=[CH:27][N:26]=2)(=[O:24])=[O:23])[C:14]=1[C:15]1[C:16]([F:21])=[N:17][CH:18]=[CH:19][CH:20]=1. The catalyst is C(O)C.C(OCC)(=O)C. The product is [C:1]([OH:8])(=[O:7])[CH2:2][CH2:3][C:4]([OH:6])=[O:5].[F:9][C:10]1[C:11]([CH2:32][NH:33][CH3:34])=[CH:12][N:13]([S:22]([C:25]2[CH:30]=[C:29]([CH3:31])[CH:28]=[CH:27][N:26]=2)(=[O:24])=[O:23])[C:14]=1[C:15]1[C:16]([F:21])=[N:17][CH:18]=[CH:19][CH:20]=1. The yield is 0.930.